Predict which catalyst facilitates the given reaction. From a dataset of Catalyst prediction with 721,799 reactions and 888 catalyst types from USPTO. (1) Reactant: [Cl:1][C:2]1[CH:3]=[C:4]2[C:9](=[CH:10][C:11]=1[C:12]([OH:14])=O)[N:8]=[CH:7][N:6]=[C:5]2[NH:15][CH:16]([C:18]1[NH:22][C:21]2[CH:23]=[CH:24][C:25]([Cl:27])=[CH:26][C:20]=2[N:19]=1)[CH3:17].FC1C(OC(N(C)C)=[N+](C)C)=C(F)C(F)=C(F)C=1F.F[P-](F)(F)(F)(F)F.C(N(C(C)C)CC)(C)C.[CH3:63][CH:64]1[CH2:69][CH2:68][NH:67][CH2:66][CH2:65]1. Product: [Cl:1][C:2]1[CH:3]=[C:4]2[C:9](=[CH:10][C:11]=1[C:12]([N:67]1[CH2:68][CH2:69][CH:64]([CH3:63])[CH2:65][CH2:66]1)=[O:14])[N:8]=[CH:7][N:6]=[C:5]2[NH:15][CH:16]([C:18]1[NH:22][C:21]2[CH:23]=[CH:24][C:25]([Cl:27])=[CH:26][C:20]=2[N:19]=1)[CH3:17]. The catalyst class is: 16. (2) Reactant: Br[C:2]1[S:3][CH:4]=[C:5]([CH2:7][O:8][C:9]2[CH:14]=[CH:13][N:12]([C:15]3[CH:16]=[CH:17][C:18]4[N:22]=[C:21]([CH:23]5[CH2:25][CH2:24]5)[N:20]([CH3:26])[C:19]=4[CH:27]=3)[C:11](=[O:28])[CH:10]=2)[N:6]=1.[CH:29]1(B(O)O)[CH2:31][CH2:30]1.C(=O)([O-])[O-].[K+].[K+].COCCOC. Product: [CH:23]1([C:21]2[N:20]([CH3:26])[C:19]3[CH:27]=[C:15]([N:12]4[CH:13]=[CH:14][C:9]([O:8][CH2:7][C:5]5[N:6]=[C:2]([CH:29]6[CH2:31][CH2:30]6)[S:3][CH:4]=5)=[CH:10][C:11]4=[O:28])[CH:16]=[CH:17][C:18]=3[N:22]=2)[CH2:25][CH2:24]1. The catalyst class is: 103. (3) Reactant: Cl[CH2:2][C:3]([N:5]1[CH2:10][CH2:9][N:8]([S:11]([C:14]2[CH:23]=[CH:22][C:21]3[C:16](=[CH:17][CH:18]=[CH:19][CH:20]=3)[CH:15]=2)(=[O:13])=[O:12])[CH2:7][CH2:6]1)=[O:4].C1COCC1.[CH3:29][NH2:30]. Product: [CH3:29][NH:30][CH2:2][C:3]([N:5]1[CH2:10][CH2:9][N:8]([S:11]([C:14]2[CH:23]=[CH:22][C:21]3[C:16](=[CH:17][CH:18]=[CH:19][CH:20]=3)[CH:15]=2)(=[O:13])=[O:12])[CH2:7][CH2:6]1)=[O:4]. The catalyst class is: 6. (4) Reactant: [CH3:1][C:2]1[CH:7]=[C:6]([CH3:8])[CH:5]=[CH:4][C:3]=1[C:9]1[C:18]2[C:13](=[CH:14][CH:15]=[CH:16][CH:17]=2)[C:12](=[O:19])[N:11]([CH3:20])[C:10]=1[CH2:21][C:22]([O:24][CH3:25])=[O:23].[Li+].C[Si]([N-][Si](C)(C)C)(C)C.[CH2:36](Br)[CH:37]=[CH2:38]. Product: [CH3:1][C:2]1[CH:7]=[C:6]([CH3:8])[CH:5]=[CH:4][C:3]=1[C:9]1[C:18]2[C:13](=[CH:14][CH:15]=[CH:16][CH:17]=2)[C:12](=[O:19])[N:11]([CH3:20])[C:10]=1[CH:21]([CH2:38][CH:37]=[CH2:36])[C:22]([O:24][CH3:25])=[O:23]. The catalyst class is: 7. (5) Reactant: [C:1]([O:4][CH:5]=C)(=O)C.CCCC[Sn](Cl)(O[Sn](Cl)(CCCC)CCCC)CCCC.[C:28]([O:31][CH2:32][C:33]1[CH:34]=[CH:35][C:36]([CH2:40][C:41]2[CH:46]=[CH:45][C:44](OC)=[CH:43][CH:42]=2)=[C:37]([OH:39])[CH:38]=1)(=[O:30])[CH3:29]. Product: [C:28]([O:31][CH2:32][C:33]1[CH:34]=[CH:35][C:36]([CH2:40][C:41]2[CH:42]=[CH:43][C:44]([CH2:1][O:4][CH3:5])=[CH:45][CH:46]=2)=[C:37]([OH:39])[CH:38]=1)(=[O:30])[CH3:29]. The catalyst class is: 7.